Dataset: Reaction yield outcomes from USPTO patents with 853,638 reactions. Task: Predict the reaction yield, written as a fraction of the theoretical maximum amount of product (1.0 means a 100% yield; for example, 0.34 means a 34% yield). (1) The reactants are [CH3:1][S:2]([C:5]1[CH:6]=[CH:7][C:8]2[O:13][CH2:12][C:11](=[O:14])[N:10]([CH2:15][CH2:16][N:17]3[CH2:22][CH2:21][CH:20]([NH:23]C(=O)OC(C)(C)C)[CH2:19][CH2:18]3)[C:9]=2[CH:31]=1)(=[O:4])=[O:3].NC1CCN(CCN2C3C(=CC=C(C#N)C=3)C=CC2=O)CC1. No catalyst specified. The product is [NH2:23][CH:20]1[CH2:21][CH2:22][N:17]([CH2:16][CH2:15][N:10]2[C:9]3[CH:31]=[C:5]([S:2]([CH3:1])(=[O:4])=[O:3])[CH:6]=[CH:7][C:8]=3[O:13][CH2:12][C:11]2=[O:14])[CH2:18][CH2:19]1. The yield is 1.00. (2) The reactants are [C:1]1([CH3:17])[CH:6]=[CH:5][CH:4]=[CH:3][C:2]=1[NH:7][S:8]([C:11]1[CH:16]=[CH:15][CH:14]=[CH:13][CH:12]=1)(=[O:10])=[O:9].C([Li])CCC.[CH3:23][O:24][C:25]1[CH:26]=[C:27]([CH:30]=[C:31]2[O:35][CH2:34][O:33][C:32]=12)[CH:28]=[O:29].[Cl-].[NH4+]. The catalyst is O1CCCC1. The product is [OH:29][CH:28]([C:27]1[CH:26]=[C:25]([O:24][CH3:23])[C:32]2[O:33][CH2:34][O:35][C:31]=2[CH:30]=1)[C:16]1[CH:15]=[CH:14][CH:13]=[CH:12][C:11]=1[S:8]([NH:7][C:2]1[CH:3]=[CH:4][CH:5]=[CH:6][C:1]=1[CH3:17])(=[O:9])=[O:10]. The yield is 0.486. (3) The reactants are [CH3:1][C:2]([O:9][C:10]1[CH:19]=[CH:18][C:17]2[C:16](=[O:20])[CH2:15][CH2:14][CH2:13][C:12]=2[C:11]=1[CH2:21][CH2:22][C:23]1[CH:28]=[CH:27][CH:26]=[CH:25][CH:24]=1)([CH3:8])[C:3](OCC)=[O:4].[H-].[Al+3].[Li+].[H-].[H-].[H-].O.[OH-].[Na+]. The catalyst is O1CCCC1.CCOCC. The product is [OH:4][CH2:3][C:2]([CH3:8])([CH3:1])[O:9][C:10]1[C:11]([CH2:21][CH2:22][C:23]2[CH:28]=[CH:27][CH:26]=[CH:25][CH:24]=2)=[C:12]2[C:17](=[CH:18][CH:19]=1)[CH:16]([OH:20])[CH2:15][CH2:14][CH2:13]2. The yield is 0.950. (4) The reactants are [Br:1][C:2]1[CH:7]=[CH:6][C:5](I)=[CH:4][CH:3]=1.[NH:9]1[CH2:14][CH2:13][O:12][CH2:11][CH2:10]1.CC(C)([O-])C.[Na+].C1OCCOCCOCCOCCOCCOC1.C1C=CC(P(C2C(C3C(P(C4C=CC=CC=4)C4C=CC=CC=4)=CC=C4C=3C=CC=C4)=C3C(C=CC=C3)=CC=2)C2C=CC=CC=2)=CC=1. The catalyst is C1COCC1.C1C=CC(/C=C/C(/C=C/C2C=CC=CC=2)=O)=CC=1.C1C=CC(/C=C/C(/C=C/C2C=CC=CC=2)=O)=CC=1.C1C=CC(/C=C/C(/C=C/C2C=CC=CC=2)=O)=CC=1.[Pd].[Pd].CCOC(C)=O. The product is [Br:1][C:2]1[CH:7]=[CH:6][C:5]([N:9]2[CH2:14][CH2:13][O:12][CH2:11][CH2:10]2)=[CH:4][CH:3]=1. The yield is 0.0500. (5) The reactants are [F:1][CH:2]([F:19])[C:3]1[C:12]([C:13]2[CH:14]=[N:15][N:16]([CH3:18])[CH:17]=2)=[CH:11][C:6]2[O:7][CH2:8][CH2:9][NH:10][C:5]=2[CH:4]=1.Br[C:21]1[C:25]2[CH2:26][N:27]([C:30](=[O:32])[CH3:31])[CH2:28][CH2:29][C:24]=2[N:23]([CH:33]2[CH2:38][CH2:37][O:36][CH2:35][CH2:34]2)[N:22]=1.C(O[Na])(C)(C)C.C1(P(C2CCCCC2)C2C=CC=CC=2C2C(OC(C)C)=CC=CC=2OC(C)C)CCCCC1. The catalyst is O1CCOCC1. The product is [F:19][CH:2]([F:1])[C:3]1[C:12]([C:13]2[CH:14]=[N:15][N:16]([CH3:18])[CH:17]=2)=[CH:11][C:6]2[O:7][CH2:8][CH2:9][N:10]([C:21]3[C:25]4[CH2:26][N:27]([C:30](=[O:32])[CH3:31])[CH2:28][CH2:29][C:24]=4[N:23]([CH:33]4[CH2:38][CH2:37][O:36][CH2:35][CH2:34]4)[N:22]=3)[C:5]=2[CH:4]=1. The yield is 0.200. (6) The product is [Br:13][CH2:14][CH2:15][O:1][C:2]1[CH:11]=[CH:10][CH:9]=[C:8]2[C:3]=1[CH:4]=[CH:5][C:6]([CH3:12])=[N:7]2. No catalyst specified. The yield is 0.910. The reactants are [OH:1][C:2]1[CH:11]=[CH:10][CH:9]=[C:8]2[C:3]=1[CH:4]=[CH:5][C:6]([CH3:12])=[N:7]2.[Br:13][CH2:14][CH2:15]Br. (7) The reactants are [NH3:1].[Cl:2][C:3]1[CH:12]=[CH:11][C:10]([C:13]2[C:18]([N:19]([CH3:21])[CH3:20])=[CH:17][CH:16]=[CH:15][N:14]=2)=[CH:9][C:4]=1[C:5](OC)=[O:6]. The catalyst is CO. The product is [Cl:2][C:3]1[CH:12]=[CH:11][C:10]([C:13]2[C:18]([N:19]([CH3:21])[CH3:20])=[CH:17][CH:16]=[CH:15][N:14]=2)=[CH:9][C:4]=1[C:5]([NH2:1])=[O:6]. The yield is 0.739. (8) The reactants are [CH2:1]1[C:3]2([CH2:8][C:7](=[O:9])[CH2:6][CH2:5][NH:4]2)[CH2:2]1.[CH3:10][C:11]([O:14][C:15](O[C:15]([O:14][C:11]([CH3:13])([CH3:12])[CH3:10])=[O:16])=[O:16])([CH3:13])[CH3:12].C([O-])(O)=O.[Na+]. The catalyst is C(Cl)Cl.CN(C1C=CN=CC=1)C. The product is [O:9]=[C:7]1[CH2:8][C:3]2([CH2:2][CH2:1]2)[N:4]([C:15]([O:14][C:11]([CH3:13])([CH3:12])[CH3:10])=[O:16])[CH2:5][CH2:6]1. The yield is 0.260.